From a dataset of Experimentally validated miRNA-target interactions with 360,000+ pairs, plus equal number of negative samples. Binary Classification. Given a miRNA mature sequence and a target amino acid sequence, predict their likelihood of interaction. (1) The miRNA is hsa-miR-548au-5p with sequence AAAAGUAAUUGCGGUUUUUGC. The protein sequence of the target gene is MAGVKALVALSFSGAIGLTFLMLGCALEDYGVYWPLFVLIFHAISPIPHFIAKRVTYDSDATSSACRELAYFFTTGIVVSAFGFPVILARVAVIKWGACGLVLAGNAVIFLTIQGFFLIFGRGDDFSWEQW. Result: 1 (interaction). (2) The miRNA is hsa-miR-5007-5p with sequence UAGAGUCUGGCUGAUAUGGUUU. The protein sequence of the target gene is MAAHLVKRCTCLLREAARQAPAMAPVGRLRLAWVAHKTLTSSATSPISHLPGSLMEPVEKERASTPYIEKQVDHLIKKATRPEELLELLGGSHDLDSNQAAMVLIRLSHLLSEKPEDKGLLIQDAHFHQLLCLLNSQIASVWHGTLSKLLGSLYALGIPKASKELQSVEQEVRWRMRKLKYKHLAFLAESCATLSQEQHSQELLAELLTHLERRWTEIEDSHTLVTVMMKVGHLSEPLMNRLEDKCLELVEHFGPNELRKVLVMLAAQSRRSVPLLRAISYHLVQKPFSLTKDVLLDVAY.... Result: 1 (interaction). (3) The miRNA is hsa-miR-5690 with sequence UCAGCUACUACCUCUAUUAGG. The protein sequence of the target gene is MSVELEEALPVTTAEGMAKKVTKAGGSAALSPSKKRKNSKKKNQPGKYSQLVVETIRRLGERNGSSLAKIYTEAKKVPWFDQQNGRTYLKYSIKALVQNDTLLQVKGTGANGSFKLNRKKLEGGGERRGAPAAATAPAPTAHKAKKAAPGAAGSRRADKKPARGQKPEQRSHKKGAGAKKDKGGKAKKTAAAGGKKVKKAAKPSVPKVPKGRK. Result: 0 (no interaction). (4) The miRNA is hsa-miR-5590-3p with sequence AAUAAAGUUCAUGUAUGGCAA. Result: 1 (interaction). The protein sequence of the target gene is MSCSKAYGERYVASVQGSAPSPRKKSTRGFYFAKLYYEAKEYDLAKKYICTYINVREMDPRAHRFLGLLYELEENTEKAVECYRRSVELNPTQKDLVLKIAELLCKNDVTDGRAKYWVERAAKLFPGSPAIYKLKEQLLDCEGEDGWNKLFDLIQSELYVRPDDVHVNIRLVELYRSTKRLKDAVARCHEAERNIALRSSLEWNSCVVQTLKEYLESLQCLESDKSDWRATNTDLLLAYANLMLLTLSTRDVQESRELLESFDSALQSAKSSLGGNDELSATFLEMKGHFYMHAGSLLLK....